The task is: Predict the reactants needed to synthesize the given product.. This data is from Full USPTO retrosynthesis dataset with 1.9M reactions from patents (1976-2016). (1) Given the product [CH:27]1([NH:30][C:16]([C:14]2[S:15][C:11]([C:6]3[CH:7]=[CH:8][C:9](=[O:10])[N:4]([CH:1]([CH3:3])[CH3:2])[N:5]=3)=[C:12]([C:21]3[CH:22]=[CH:23][CH:24]=[CH:25][CH:26]=3)[N:13]=2)=[O:18])[CH2:29][CH2:28]1, predict the reactants needed to synthesize it. The reactants are: [CH:1]([N:4]1[C:9](=[O:10])[CH:8]=[CH:7][C:6]([C:11]2[S:15][C:14]([C:16]([O:18]CC)=O)=[N:13][C:12]=2[C:21]2[CH:26]=[CH:25][CH:24]=[CH:23][CH:22]=2)=[N:5]1)([CH3:3])[CH3:2].[CH:27]1([NH2:30])[CH2:29][CH2:28]1.O.C(Cl)(Cl)Cl. (2) Given the product [CH3:23][C:17]1[CH:18]=[C:19]([CH3:22])[CH:20]=[CH:21][C:16]=1[O:15][CH2:14][C@H:13]([OH:24])[CH2:12][NH:11][C:6]1[N:5]=[CH:4][NH:3][C:2](=[O:55])[C:7]=1[C:8]1[NH:32][C:33]2[C:41]([N:42]=1)=[CH:40][C:39]1[C:38](=[O:43])[N:37]([CH:44]3[CH2:45][CH2:46][N:47]([CH3:50])[CH2:48][CH2:49]3)[C:36](=[O:51])[C:35]=1[CH:34]=2, predict the reactants needed to synthesize it. The reactants are: Cl[C:2]1[C:7]([CH:8]=O)=[C:6](Cl)[N:5]=[CH:4][N:3]=1.[NH2:11][CH2:12][C@@H:13]([OH:24])[CH2:14][O:15][C:16]1[CH:21]=[CH:20][C:19]([CH3:22])=[CH:18][C:17]=1[CH3:23].CCN(CC)CC.[NH2:32][C:33]1[CH:34]=[C:35]2[C:39](=[CH:40][C:41]=1[NH2:42])[C:38](=[O:43])[N:37]([CH:44]1[CH2:49][CH2:48][N:47]([CH3:50])[CH2:46][CH2:45]1)[C:36]2=[O:51].Cl.CC(N(C)C)=[O:55]. (3) Given the product [O:44]=[C:38]1[C:39](=[O:40])[NH:1][C:4]2[C:5](=[CH:6][CH:7]=[C:8]([NH:10][C:11]([C:13]3[C:14]([C:19]4[CH:24]=[CH:23][C:22]([C:25]([F:27])([F:26])[F:28])=[CH:21][CH:20]=4)=[CH:15][CH:16]=[CH:17][CH:18]=3)=[O:12])[CH:9]=2)[N:29]1[CH2:30][CH2:31][C:32]1[CH:37]=[CH:36][CH:35]=[CH:34][N:33]=1, predict the reactants needed to synthesize it. The reactants are: [N+:1]([C:4]1[CH:9]=[C:8]([NH:10][C:11]([C:13]2[CH:18]=[CH:17][CH:16]=[CH:15][C:14]=2[C:19]2[CH:24]=[CH:23][C:22]([C:25]([F:28])([F:27])[F:26])=[CH:21][CH:20]=2)=[O:12])[CH:7]=[CH:6][C:5]=1[N:29]([C:38](=[O:44])[C:39](OCC)=[O:40])[CH2:30][CH2:31][C:32]1[CH:37]=[CH:36][CH:35]=[CH:34][N:33]=1)([O-])=O.[Cl-].[NH4+]. (4) Given the product [F:11][C:5]1[CH:4]=[CH:3][C:2]([C:17]2[CH:16]=[CH:15][CH:14]=[C:13]([F:12])[CH:18]=2)=[CH:10][C:6]=1[C:7]([OH:9])=[O:8], predict the reactants needed to synthesize it. The reactants are: Br[C:2]1[CH:3]=[CH:4][C:5]([F:11])=[C:6]([CH:10]=1)[C:7]([OH:9])=[O:8].[F:12][C:13]1[CH:14]=[C:15](B(O)O)[CH:16]=[CH:17][CH:18]=1.C([O-])([O-])=O.[Na+].[Na+]. (5) Given the product [CH2:1]([O:8][C:9]1[C:14](=[O:15])[CH:13]=[C:12]([CH2:16][O:17][CH:18]2[CH2:23][CH2:22][CH2:21][CH2:20][O:19]2)[NH:27][C:10]=1[C:24]([OH:26])=[O:25])[C:2]1[CH:7]=[CH:6][CH:5]=[CH:4][CH:3]=1, predict the reactants needed to synthesize it. The reactants are: [CH2:1]([O:8][C:9]1[C:14](=[O:15])[CH:13]=[C:12]([CH2:16][O:17][CH:18]2[CH2:23][CH2:22][CH2:21][CH2:20][O:19]2)O[C:10]=1[C:24]([OH:26])=[O:25])[C:2]1[CH:7]=[CH:6][CH:5]=[CH:4][CH:3]=1.[NH3:27]. (6) Given the product [Cl:17][C:14]1[CH:15]=[CH:16][C:11]2[CH:9]([CH3:10])[NH:8][CH2:7][CH:6]([CH:3]3[CH2:5][CH2:4]3)[O:19][C:12]=2[N:13]=1, predict the reactants needed to synthesize it. The reactants are: [H-].[Na+].[CH:3]1([CH:6]([OH:19])[CH2:7][NH:8][CH:9]([C:11]2[C:12](Cl)=[N:13][C:14]([Cl:17])=[CH:15][CH:16]=2)[CH3:10])[CH2:5][CH2:4]1. (7) Given the product [CH3:32][O:31][C:27]1[N:26]=[CH:25][C:24]([N:22]2[CH2:21][CH2:20][C:16]3[N:17]=[CH:18][N:19]=[C:14]([O:13][C@H:10]4[CH2:11][CH2:12][NH:8][CH2:9]4)[C:15]=3[CH2:23]2)=[CH:29][C:28]=1[CH3:30], predict the reactants needed to synthesize it. The reactants are: C(OC([N:8]1[CH2:12][CH2:11][C@H:10]([O:13][C:14]2[C:15]3[CH2:23][N:22]([C:24]4[CH:25]=[N:26][C:27]([O:31][CH3:32])=[C:28]([CH3:30])[CH:29]=4)[CH2:21][CH2:20][C:16]=3[N:17]=[CH:18][N:19]=2)[CH2:9]1)=O)(C)(C)C. (8) The reactants are: [CH2:1]([C:11]1[CH:16]=[CH:15][C:14]([S:17]([NH:20][C@@H:21]([CH2:33][N:34]([CH3:36])[CH3:35])[CH2:22][C:23]([O:25][CH2:26][C:27]2[CH:32]=[CH:31][CH:30]=[CH:29][CH:28]=2)=[O:24])(=[O:19])=[O:18])=[CH:13][CH:12]=1)[CH2:2][CH2:3][CH2:4][CH2:5][CH2:6][CH2:7][CH2:8][CH2:9][CH3:10].[CH3:37][I:38]. Given the product [I-:38].[CH2:26]([O:25][C:23](=[O:24])[CH2:22][C@@H:21]([NH:20][S:17]([C:14]1[CH:15]=[CH:16][C:11]([CH2:1][CH2:2][CH2:3][CH2:4][CH2:5][CH2:6][CH2:7][CH2:8][CH2:9][CH3:10])=[CH:12][CH:13]=1)(=[O:19])=[O:18])[CH2:33][N+:34]([CH3:37])([CH3:36])[CH3:35])[C:27]1[CH:32]=[CH:31][CH:30]=[CH:29][CH:28]=1, predict the reactants needed to synthesize it. (9) Given the product [ClH:15].[CH3:14][N:6]1[C@@H:7]2[C@@H:12]([CH2:11][CH2:10][CH2:9][CH2:8]2)[CH2:13][C@H:5]1[C:3]([OH:4])=[O:2], predict the reactants needed to synthesize it. The reactants are: C[O:2][C:3]([C@@H:5]1[CH2:13][C@H:12]2[C@H:7]([CH2:8][CH2:9][CH2:10][CH2:11]2)[N:6]1[CH3:14])=[O:4].[ClH:15].C1(C)C=CC=CC=1.